The task is: Predict the product of the given reaction.. This data is from Forward reaction prediction with 1.9M reactions from USPTO patents (1976-2016). Given the reactants [Na].[CH3:2][N:3]([CH3:6])[CH:4]=[O:5].[Br:7][C:8]1[CH:9]=[C:10]2[C:15](=[CH:16][CH:17]=1)C(=O)NC=[CH:11]2.CI, predict the reaction product. The product is: [Br:7][C:8]1[CH:9]=[C:10]2[C:15](=[CH:16][CH:17]=1)[C:4](=[O:5])[N:3]([CH3:6])[CH:2]=[CH:11]2.